The task is: Predict which catalyst facilitates the given reaction.. This data is from Catalyst prediction with 721,799 reactions and 888 catalyst types from USPTO. (1) Reactant: [CH:1]1([NH:6][C:7]2[CH:8]=[C:9]([F:23])[CH:10]=[C:11]3[C:15]=2[NH:14][C:13]([C:16]2[S:17][CH2:18][C@@H:19]([CH2:21][OH:22])[N:20]=2)=[CH:12]3)[CH2:5][CH2:4][CH2:3][CH2:2]1.[CH2:24]([O:26][C:27](=[O:30])[CH2:28]Br)[CH3:25].[H-].[Na+].Cl. Product: [CH2:24]([O:26][C:27](=[O:30])[CH2:28][O:22][CH2:21][C@@H:19]1[CH2:18][S:17][C:16]([C:13]2[NH:14][C:15]3[C:11]([CH:12]=2)=[CH:10][C:9]([F:23])=[CH:8][C:7]=3[NH:6][CH:1]2[CH2:2][CH2:3][CH2:4][CH2:5]2)=[N:20]1)[CH3:25]. The catalyst class is: 7. (2) Reactant: [Br:1]C1N2N=CN=C2C(NC2C=[CH:16][C:15]([N:18]3[CH2:23][C@H:22]4[CH2:24][C@@H:19]3[CH2:20][N:21]4C(C)C)=[CH:14]C=2)=NC=1.CC1OCCC1.NC(C1OC=C(B(O)O)C=1)=O. Product: [BrH:1].[BrH:1].[CH:15]([N:18]1[CH2:23][C@H:22]2[CH2:24][C@@H:19]1[CH2:20][NH:21]2)([CH3:16])[CH3:14]. The catalyst class is: 263. (3) Reactant: [OH:1][C:2]1[CH:9]=[CH:8][C:5]([CH:6]=[O:7])=[CH:4][CH:3]=1.C(=O)([O-])[O-].[K+].[K+].[CH3:16][O:17][C:18](=[O:21])[CH2:19]Br. Product: [CH:6]([C:5]1[CH:8]=[CH:9][C:2]([O:1][CH2:19][C:18]([O:17][CH3:16])=[O:21])=[CH:3][CH:4]=1)=[O:7]. The catalyst class is: 3.